From a dataset of Full USPTO retrosynthesis dataset with 1.9M reactions from patents (1976-2016). Predict the reactants needed to synthesize the given product. (1) Given the product [CH2:40]1[O:51][C:50]2[CH:49]=[CH:48][C:44]([C:45]([O:1][CH:2]3[CH2:20][CH:19]4[N:4]([C:5](=[O:39])[CH:6]([NH:31][C:32]([O:34][C:35]([CH3:36])([CH3:38])[CH3:37])=[O:33])[CH2:7][CH2:8][CH2:9][CH2:10][CH2:11][CH:12]=[CH:13][CH:14]5[C:16]([C:22]([NH:24][S:25]([CH:28]6[CH2:30][CH2:29]6)(=[O:27])=[O:26])=[O:23])([NH:17][C:18]4=[O:21])[CH2:15]5)[CH2:3]3)=[O:46])=[CH:43][C:42]=2[O:41]1, predict the reactants needed to synthesize it. The reactants are: [OH:1][CH:2]1[CH2:20][CH:19]2[N:4]([C:5](=[O:39])[CH:6]([NH:31][C:32]([O:34][C:35]([CH3:38])([CH3:37])[CH3:36])=[O:33])[CH2:7][CH2:8][CH2:9][CH2:10][CH2:11][CH:12]=[CH:13][CH:14]3[C:16]([C:22]([NH:24][S:25]([CH:28]4[CH2:30][CH2:29]4)(=[O:27])=[O:26])=[O:23])([NH:17][C:18]2=[O:21])[CH2:15]3)[CH2:3]1.[CH2:40]1[O:51][C:50]2[CH:49]=[CH:48][C:44]([C:45](Cl)=[O:46])=[CH:43][C:42]=2[O:41]1. (2) Given the product [N:1]1[CH:6]=[CH:5][CH:4]=[CH:3][C:2]=1[S:7][C:8]1[CH:9]=[C:10]([O:16][C:17]2[C:18]([CH3:24])=[N:19][N:20]([CH3:23])[C:21]=2[CH3:22])[C:11]([C:14]([NH2:15])=[O:26])=[N:12][CH:13]=1, predict the reactants needed to synthesize it. The reactants are: [N:1]1[CH:6]=[CH:5][CH:4]=[CH:3][C:2]=1[S:7][C:8]1[CH:9]=[C:10]([O:16][C:17]2[C:18]([CH3:24])=[N:19][N:20]([CH3:23])[C:21]=2[CH3:22])[C:11]([C:14]#[N:15])=[N:12][CH:13]=1.S(=O)(=O)(O)[OH:26].[OH-].[Na+]. (3) Given the product [CH2:25]([C:32]1[CH:33]=[C:34]([NH:35][C:13]([CH:14]2[C:15]3[C:16](=[CH:20][CH:21]=[CH:22][CH:23]=3)[C:17](=[O:19])[N:12]([CH2:11][CH2:10][O:9][CH3:8])[CH:6]2[C:2]2[S:1][CH:5]=[CH:4][CH:3]=2)=[O:24])[CH:36]=[CH:37][CH:38]=1)[C:26]1[CH:27]=[CH:28][CH:29]=[CH:30][CH:31]=1, predict the reactants needed to synthesize it. The reactants are: [S:1]1[CH:5]=[CH:4][CH:3]=[C:2]1[CH:6]=O.[CH3:8][O:9][CH2:10][CH2:11][NH2:12].[C:13]1(=[O:24])[O:19][C:17](=O)[C:16]2=[CH:20][CH:21]=[CH:22][CH:23]=[C:15]2[CH2:14]1.[CH2:25]([C:32]1[CH:33]=[C:34]([CH:36]=[CH:37][CH:38]=1)[NH2:35])[C:26]1[CH:31]=[CH:30][CH:29]=[CH:28][CH:27]=1. (4) Given the product [CH2:18]([O:17][C:23]([N:8]1[CH2:7][CH:6]2[CH:10]([CH2:11][C:4]3[C:3]([C:13]#[N:14])=[CH:2][S:12][C:5]=32)[CH2:9]1)=[O:24])[CH3:21], predict the reactants needed to synthesize it. The reactants are: Cl[C:2]1[S:12][C:5]2[CH:6]3[CH:10]([CH2:11][C:4]=2[C:3]=1[C:13]#[N:14])[CH2:9][NH:8][CH2:7]3.N([O:17][C:18]([CH3:21])(C)C)=O.C[CH2:23][OH:24]. (5) Given the product [CH3:12][O:11][C:3]1[CH:4]=[C:5]([N+:8]([O-:10])=[O:9])[CH:6]=[CH:7][C:2]=1[CH2:1][Br:13], predict the reactants needed to synthesize it. The reactants are: [CH3:1][C:2]1[CH:7]=[CH:6][C:5]([N+:8]([O-:10])=[O:9])=[CH:4][C:3]=1[O:11][CH3:12].[Br:13]C1CC(=O)NC1=O. (6) Given the product [Br:1][C:2]1[CH:7]=[C:6]([Cl:8])[CH:5]=[CH:4][C:3]=1[C:9]1[C:18]2[C:13](=[CH:14][C:15]([S:19]([NH:39][C:36]3[CH:37]=[CH:38][O:34][N:35]=3)(=[O:20])=[O:21])=[CH:16][CH:17]=2)[CH:12]=[CH:11][N:10]=1, predict the reactants needed to synthesize it. The reactants are: [Br:1][C:2]1[CH:7]=[C:6]([Cl:8])[CH:5]=[CH:4][C:3]=1[C:9]1[C:18]2[C:13](=[CH:14][C:15]([S:19](OC3C(F)=C(F)C(F)=C(F)C=3F)(=[O:21])=[O:20])=[CH:16][CH:17]=2)[CH:12]=[CH:11][N:10]=1.[O:34]1[CH:38]=[CH:37][C:36]([NH2:39])=[N:35]1.C[Si]([N-][Si](C)(C)C)(C)C.[Li+]. (7) Given the product [CH3:23][C:24]1[C:28]([C:29]([N:31]2[CH2:32][CH2:33][N:34]([CH3:37])[CH2:35][CH2:36]2)=[O:30])=[C:27]([CH3:38])[NH:26][C:25]=1/[CH:39]=[C:10]1\[C:2](=[O:1])[NH:3][C:4]2[C:9]\1=[CH:8][C:7]([S:11]([CH2:14][C:15]1[CH:22]=[CH:21][CH:20]=[CH:19][C:16]=1[C:17]#[N:18])(=[O:12])=[O:13])=[CH:6][CH:5]=2, predict the reactants needed to synthesize it. The reactants are: [O:1]=[C:2]1[CH2:10][C:9]2[C:4](=[CH:5][CH:6]=[C:7]([S:11]([CH2:14][C:15]3[CH:22]=[CH:21][CH:20]=[CH:19][C:16]=3[C:17]#[N:18])(=[O:13])=[O:12])[CH:8]=2)[NH:3]1.[CH3:23][C:24]1[C:28]([C:29]([N:31]2[CH2:36][CH2:35][N:34]([CH3:37])[CH2:33][CH2:32]2)=[O:30])=[C:27]([CH3:38])[NH:26][C:25]=1[CH:39]=O.N1CCCCC1.